Task: Regression. Given two drug SMILES strings and cell line genomic features, predict the synergy score measuring deviation from expected non-interaction effect.. Dataset: NCI-60 drug combinations with 297,098 pairs across 59 cell lines (1) Drug 1: CC1=C(C=C(C=C1)C(=O)NC2=CC(=CC(=C2)C(F)(F)F)N3C=C(N=C3)C)NC4=NC=CC(=N4)C5=CN=CC=C5. Drug 2: CCCCC(=O)OCC(=O)C1(CC(C2=C(C1)C(=C3C(=C2O)C(=O)C4=C(C3=O)C=CC=C4OC)O)OC5CC(C(C(O5)C)O)NC(=O)C(F)(F)F)O. Cell line: MDA-MB-231. Synergy scores: CSS=37.7, Synergy_ZIP=0.936, Synergy_Bliss=2.89, Synergy_Loewe=-3.45, Synergy_HSA=0.454. (2) Drug 1: CN(C)N=NC1=C(NC=N1)C(=O)N. Drug 2: CS(=O)(=O)OCCCCOS(=O)(=O)C. Cell line: HOP-62. Synergy scores: CSS=4.62, Synergy_ZIP=-0.135, Synergy_Bliss=1.13, Synergy_Loewe=-5.40, Synergy_HSA=-2.24. (3) Drug 1: C1CCN(CC1)CCOC2=CC=C(C=C2)C(=O)C3=C(SC4=C3C=CC(=C4)O)C5=CC=C(C=C5)O. Drug 2: CC1=C(C(=CC=C1)Cl)NC(=O)C2=CN=C(S2)NC3=CC(=NC(=N3)C)N4CCN(CC4)CCO. Cell line: RPMI-8226. Synergy scores: CSS=-6.43, Synergy_ZIP=7.61, Synergy_Bliss=11.1, Synergy_Loewe=-8.85, Synergy_HSA=-3.81. (4) Drug 1: CCN(CC)CCNC(=O)C1=C(NC(=C1C)C=C2C3=C(C=CC(=C3)F)NC2=O)C. Drug 2: C1=NNC2=C1C(=O)NC=N2. Cell line: DU-145. Synergy scores: CSS=6.96, Synergy_ZIP=-3.58, Synergy_Bliss=-4.39, Synergy_Loewe=1.25, Synergy_HSA=-2.18. (5) Drug 1: CCC(=C(C1=CC=CC=C1)C2=CC=C(C=C2)OCCN(C)C)C3=CC=CC=C3.C(C(=O)O)C(CC(=O)O)(C(=O)O)O. Drug 2: CN(CCCl)CCCl.Cl. Cell line: K-562. Synergy scores: CSS=20.8, Synergy_ZIP=-6.28, Synergy_Bliss=-1.02, Synergy_Loewe=-12.4, Synergy_HSA=-4.48. (6) Drug 1: C1=C(C(=O)NC(=O)N1)F. Drug 2: CCN(CC)CCNC(=O)C1=C(NC(=C1C)C=C2C3=C(C=CC(=C3)F)NC2=O)C. Cell line: HS 578T. Synergy scores: CSS=29.1, Synergy_ZIP=-10.7, Synergy_Bliss=-5.11, Synergy_Loewe=-8.01, Synergy_HSA=-7.75. (7) Drug 1: C1CC(C1)(C(=O)O)C(=O)O.[NH2-].[NH2-].[Pt+2]. Drug 2: C(CCl)NC(=O)N(CCCl)N=O. Cell line: NCI-H226. Synergy scores: CSS=-0.716, Synergy_ZIP=-1.36, Synergy_Bliss=-5.33, Synergy_Loewe=-4.65, Synergy_HSA=-8.02.